From a dataset of TCR-epitope binding with 47,182 pairs between 192 epitopes and 23,139 TCRs. Binary Classification. Given a T-cell receptor sequence (or CDR3 region) and an epitope sequence, predict whether binding occurs between them. (1) The epitope is IVTDFSVIK. The TCR CDR3 sequence is CASSLGGGYTF. Result: 0 (the TCR does not bind to the epitope). (2) The epitope is RLRAEAQVK. The TCR CDR3 sequence is CASSYSSGQWGWNTEAFF. Result: 0 (the TCR does not bind to the epitope). (3) The epitope is AVFDRKSDAK. The TCR CDR3 sequence is CASSPTAGGDTGELFF. Result: 0 (the TCR does not bind to the epitope). (4) The epitope is LPAADLDDF. The TCR CDR3 sequence is CASSEWRTGNTEAFF. Result: 1 (the TCR binds to the epitope). (5) The epitope is HLVDFQVTI. The TCR CDR3 sequence is CAQAVGLNTGELFF. Result: 1 (the TCR binds to the epitope).